Predict the product of the given reaction. From a dataset of Forward reaction prediction with 1.9M reactions from USPTO patents (1976-2016). (1) Given the reactants [CH3:1][C:2]([C:11]1[CH:12]=[CH:13][C:14]([OH:17])=[CH:15][CH:16]=1)([C:4]1[CH:5]=[CH:6][C:7]([OH:10])=[CH:8][CH:9]=1)[CH3:3].C(C1C=CC(O)=CC=1)(C1C=CC=CC=1)(C)C.[SiH2:34]([C:43]1[CH:48]=[CH:47][CH:46]=[CH:45][C:44]=1[OH:49])[O:35][C:36]1[CH:41]=[CH:40][CH:39]=[CH:38][C:37]=1[OH:42].[C:50]1([O:60][CH3:61])[C:51](=[CH:53][CH:54]=[C:55]([CH:59]=1)[CH2:56][CH:57]=[CH2:58])[OH:52].[OH-].[Na+].C(Cl)(Cl)=O, predict the reaction product. The product is: [CH3:3][C:2]([C:4]1[CH:5]=[CH:6][C:7]([OH:10])=[CH:8][CH:9]=1)([C:11]1[CH:12]=[CH:13][C:14]([OH:17])=[CH:15][CH:16]=1)[CH3:1].[SiH2:34]([C:43]1[CH:48]=[CH:47][CH:46]=[CH:45][C:44]=1[OH:49])[O:35][C:36]1[CH:41]=[CH:40][CH:39]=[CH:38][C:37]=1[OH:42].[C:50]1([O:60][CH3:61])[C:51](=[CH:53][CH:54]=[C:55]([CH:59]=1)[CH2:56][CH:57]=[CH2:58])[OH:52]. (2) Given the reactants [C:1]1([C:7]([C:9]2[N:10]=[C:11]3[CH:16]=[CH:15][C:14](B4OC(C)(C)C(C)(C)O4)=[CH:13][N:12]3[CH:26]=2)=[O:8])[CH:6]=[CH:5][CH:4]=[CH:3][CH:2]=1.I[C:28]1[N:29]=[CH:30][N:31]([C:33]([C:46]2[CH:51]=[CH:50][CH:49]=[CH:48][CH:47]=2)([C:40]2[CH:45]=[CH:44][CH:43]=[CH:42][CH:41]=2)[C:34]2[CH:39]=[CH:38][CH:37]=[CH:36][CH:35]=2)[CH:32]=1.C(=O)([O-])[O-].[Na+].[Na+].C1(C)C=CC=CC=1, predict the reaction product. The product is: [C:1]1([C:7]([C:9]2[N:10]=[C:11]3[CH:16]=[CH:15][C:14]([C:28]4[N:29]=[CH:30][N:31]([C:33]([C:34]5[CH:39]=[CH:38][CH:37]=[CH:36][CH:35]=5)([C:46]5[CH:47]=[CH:48][CH:49]=[CH:50][CH:51]=5)[C:40]5[CH:41]=[CH:42][CH:43]=[CH:44][CH:45]=5)[CH:32]=4)=[CH:13][N:12]3[CH:26]=2)=[O:8])[CH:2]=[CH:3][CH:4]=[CH:5][CH:6]=1. (3) Given the reactants [H-].[Na+].[Cl:3][C:4]1[CH:24]=[C:23]([Cl:25])[CH:22]=[CH:21][C:5]=1[CH2:6][O:7][C:8]1[C:15]([CH3:16])=[C:14]([O:17][CH2:18][O:19][CH3:20])[CH:13]=[CH:12][C:9]=1[CH:10]=O.[OH2:26], predict the reaction product. The product is: [Cl:3][C:4]1[CH:24]=[C:23]([Cl:25])[CH:22]=[CH:21][C:5]=1[CH2:6][O:7][C:8]1[C:15]([CH3:16])=[C:14]([O:17][CH2:18][O:19][CH3:20])[CH:13]=[CH:12][C:9]=1/[CH:10]=[CH:5]/[C:6]([O:7][CH2:8][CH3:9])=[O:26]. (4) Given the reactants [O:1]([CH2:8][CH2:9][NH2:10])[C:2]1[CH:7]=[CH:6][CH:5]=[CH:4][CH:3]=1.[Cl:11][C:12]1[C:17](Cl)=[N:16][CH:15]=[CH:14][N:13]=1.C([O-])([O-])=O.[K+].[K+], predict the reaction product. The product is: [Cl:11][C:12]1[C:17]([NH:10][CH2:9][CH2:8][O:1][C:2]2[CH:7]=[CH:6][CH:5]=[CH:4][CH:3]=2)=[N:16][CH:15]=[CH:14][N:13]=1. (5) Given the reactants [Cl:1][C:2]1[CH:3]=[C:4]2[C:9](=[CH:10][C:11]=1[C:12]([N:14]1[CH2:18][CH2:17][CH2:16][CH2:15]1)=[O:13])[N:8]=[CH:7][N:6]=[C:5]2[NH:19][CH:20]([C:26]1[N:30](C(OC(C)(C)C)=O)[C:29]2[CH:38]=[CH:39][C:40]([Cl:42])=[CH:41][C:28]=2[N:27]=1)[CH2:21][CH2:22][C:23](O)=[O:24].[NH:43]1[CH2:48][CH2:47][O:46][CH2:45][CH2:44]1.CN(C(ON1N=NC2C=CC=CC1=2)=[N+](C)C)C.[B-](F)(F)(F)F.FC(F)(F)C(O)=O, predict the reaction product. The product is: [Cl:1][C:2]1[CH:3]=[C:4]2[C:9](=[CH:10][C:11]=1[C:12]([N:14]1[CH2:18][CH2:17][CH2:16][CH2:15]1)=[O:13])[N:8]=[CH:7][N:6]=[C:5]2[NH:19][CH:20]([C:26]1[NH:30][C:29]2[CH:38]=[CH:39][C:40]([Cl:42])=[CH:41][C:28]=2[N:27]=1)[CH2:21][CH2:22][C:23]([N:43]1[CH2:48][CH2:47][O:46][CH2:45][CH2:44]1)=[O:24].